Dataset: Catalyst prediction with 721,799 reactions and 888 catalyst types from USPTO. Task: Predict which catalyst facilitates the given reaction. (1) Reactant: ClC1C=C(C=CC=1)C(OO)=[O:6].[C:12]1([O:18][CH2:19][C:20](=[CH2:22])[CH3:21])[CH:17]=[CH:16][CH:15]=[CH:14][CH:13]=1.CCOCC.C(=O)(O)[O-].[Na+]. Product: [O:6]1[C:20]([CH3:21])([CH2:19][O:18][C:12]2[CH:17]=[CH:16][CH:15]=[CH:14][CH:13]=2)[CH2:22]1. The catalyst class is: 22. (2) Reactant: [Br:1][C:2]1[CH:40]=[CH:39][C:5]2[N:6]=[C:7]([NH:9][C@H:10]([C:32]([O:34]C(C)(C)C)=[O:33])[CH2:11][NH:12][C:13](=[O:31])[C:14]3[CH:19]=[CH:18][C:17]([CH2:20][CH2:21][C:22](=[O:30])[NH:23][C:24]4[NH:25][CH2:26][CH2:27][CH2:28][N:29]=4)=[CH:16][CH:15]=3)[S:8][C:4]=2[CH:3]=1.C(O)(C(F)(F)F)=O. Product: [Br:1][C:2]1[CH:40]=[CH:39][C:5]2[N:6]=[C:7]([NH:9][C@H:10]([C:32]([OH:34])=[O:33])[CH2:11][NH:12][C:13](=[O:31])[C:14]3[CH:15]=[CH:16][C:17]([CH2:20][CH2:21][C:22](=[O:30])[NH:23][C:24]4[NH:25][CH2:26][CH2:27][CH2:28][N:29]=4)=[CH:18][CH:19]=3)[S:8][C:4]=2[CH:3]=1. The catalyst class is: 4. (3) Reactant: Cl[C:2]1[C:3](=[O:19])[N:4]([CH2:14][CH2:15][CH2:16][O:17][CH3:18])[C:5](=[O:13])[C:6]=1[C:7]1[CH:12]=[CH:11][CH:10]=[CH:9][CH:8]=1.[CH3:20][O:21][C:22]1[CH:28]=[CH:27][C:25]([NH2:26])=[CH:24][CH:23]=1. Product: [CH3:20][O:21][C:22]1[CH:28]=[CH:27][C:25]([NH:26][C:2]2[C:3](=[O:19])[N:4]([CH2:14][CH2:15][CH2:16][O:17][CH3:18])[C:5](=[O:13])[C:6]=2[C:7]2[CH:12]=[CH:11][CH:10]=[CH:9][CH:8]=2)=[CH:24][CH:23]=1. The catalyst class is: 3. (4) Product: [CH:1]1([C:7]2[CH:14]=[CH:13][C:10]([CH2:11][Cl:16])=[C:9]([F:15])[CH:8]=2)[CH2:6][CH2:5][CH2:4][CH2:3][CH2:2]1. Reactant: [CH:1]1([C:7]2[CH:14]=[CH:13][C:10]([CH2:11]O)=[C:9]([F:15])[CH:8]=2)[CH2:6][CH2:5][CH2:4][CH2:3][CH2:2]1.[Cl:16]CCl. The catalyst class is: 309. (5) Product: [ClH:45].[NH2:7][C@H:8]([CH2:34][C:35]1[CH:40]=[C:39]([F:41])[C:38]([F:42])=[CH:37][C:36]=1[F:43])[CH2:9][C:10]([N:12]1[CH2:17][CH2:16][N:15]2[C:18]([C:30]([F:33])([F:32])[F:31])=[N:19][C:20]([C:21]([N:23]3[CH2:27][CH2:26][CH2:25][C@@H:24]3[CH2:28][OH:29])=[O:22])=[C:14]2[CH2:13]1)=[O:11]. The catalyst class is: 13. Reactant: C(OC(=O)[NH:7][C@H:8]([CH2:34][C:35]1[CH:40]=[C:39]([F:41])[C:38]([F:42])=[CH:37][C:36]=1[F:43])[CH2:9][C:10]([N:12]1[CH2:17][CH2:16][N:15]2[C:18]([C:30]([F:33])([F:32])[F:31])=[N:19][C:20]([C:21]([N:23]3[CH2:27][CH2:26][CH2:25][C@@H:24]3[CH2:28][OH:29])=[O:22])=[C:14]2[CH2:13]1)=[O:11])(C)(C)C.[ClH:45]. (6) Reactant: [CH2:1]([O:4][C:5]([NH:7][C@H:8]([CH:18]=[O:19])[CH2:9][CH2:10][C:11]([O:13][C:14]([CH3:17])([CH3:16])[CH3:15])=O)=[O:6])[CH:2]=[CH2:3].C([O-])(=O)C.[Na+].[NH2:25][NH:26][C:27]([NH2:29])=[O:28]. Product: [CH2:1]([O:4][C:5]([NH:7][C@H:8]([CH:18]=[O:19])[CH2:9][CH2:10][C:11](=[N:25][NH:26][C:27]([NH2:29])=[O:28])[O:13][C:14]([CH3:17])([CH3:16])[CH3:15])=[O:6])[CH:2]=[CH2:3]. The catalyst class is: 5. (7) Reactant: [NH2:1][C:2]1[CH:7]=[CH:6][CH:5]=[C:4]([Cl:8])[C:3]=1[C:9]([C:11]1[CH:16]=[CH:15][CH:14]=[C:13]([O:17][CH3:18])[C:12]=1[O:19][CH3:20])=[O:10].[BH4-].[Na+]. Product: [NH2:1][C:2]1[CH:7]=[CH:6][CH:5]=[C:4]([Cl:8])[C:3]=1[CH:9]([C:11]1[CH:16]=[CH:15][CH:14]=[C:13]([O:17][CH3:18])[C:12]=1[O:19][CH3:20])[OH:10]. The catalyst class is: 5.